Dataset: Experimentally validated miRNA-target interactions with 360,000+ pairs, plus equal number of negative samples. Task: Binary Classification. Given a miRNA mature sequence and a target amino acid sequence, predict their likelihood of interaction. (1) The miRNA is hsa-miR-3622a-5p with sequence CAGGCACGGGAGCUCAGGUGAG. The protein sequence of the target gene is MQPPPRKVKVTQELKNIQVEQMTKLQAKHQAECDLLEDMRTFSQKKAAIEREYAQGMQKLASQYLKRDWPGVKADDRNDYRSMYPVWKSFLEGTMQVAQSRMNICENYKNFISEPARTVRSLKEQQLKRCVDQLTKIQTELQETVKDLAKGKKKYFETEQMAHAVREKADIEAKSKLSLFQSRISLQKASVKLKARRSECNSKATHARNDYLLTLAAANAHQDRYYQTDLVNIMKALDGNVYDHLKDYLIAFSRTELETCQAVQNTFQFLLENSSKVVRDYNLQLFLQENAVFHKPQPFQ.... Result: 1 (interaction). (2) The miRNA is hsa-miR-4279 with sequence CUCUCCUCCCGGCUUC. The protein sequence of the target gene is MSSAPRGPPSVAPLPAGIGRSTAKTPGLPGSLEMGPLTFRDVAIEFSLEEWQCLDTSQQNLYRNVMLDNYRNLVFLGIAVSKPDLITCLEQGKEPCNMKRHAMVAKPPVVCSHFAQDLWPKQGLKDSFQKVILRRYGKYGHENLQLRKGCKSADEHKVHKRGYNGLNQCLTTTQSKIFQCDKYVKVLHKFSNSNIHKKRQTGKKPFKCKECGKSCCILSQLTQHKKTATRVNFYKCKTCGKAFNQFSNLTKHKIIHPEVNPYKCEECGKAFNQSLTLTKHKKIHTEEKPYKCEDCGKVFS.... Result: 0 (no interaction). (3) The miRNA is hsa-miR-548b-3p with sequence CAAGAACCUCAGUUGCUUUUGU. The protein sequence of the target gene is MASLQRKGLQARILTSEEEEKLKRDQTLVSDFKQQKLEQEAQKNWDLFYKRNSTNFFKDRHWTTREFEELRSCREFEDQKLTMLEAGCGVGNCLFPLLEEDPNIFAYACDFSPRAIEYVKQNPLYDTERCKVFQCDLTKDDLLDHVPPESVDVVMLIFVLSAVHPDKMHLVLQNIYKVLKPGKSVLFRDYGLYDHAMLRFKASSKLGENFYVRQDGTRSYFFTDDFLAQLFMDTGYEEVVNEYVFRETVNKKEGLCVPRVFLQSKFLKPPKNPSPVVLGLDPKS. Result: 0 (no interaction).